This data is from Reaction yield outcomes from USPTO patents with 853,638 reactions. The task is: Predict the reaction yield, written as a fraction of the theoretical maximum amount of product (1.0 means a 100% yield; for example, 0.34 means a 34% yield). The reactants are [C:1]([NH:8][C:9]1[CH:14]=[CH:13][N:12]=[CH:11][C:10]=1[C:15]([OH:17])=[O:16])([O:3][C:4]([CH3:7])([CH3:6])[CH3:5])=[O:2].[CH3:18][Si](C=[N+]=[N-])(C)C.C(O)(=O)C. The yield is 0.810. The catalyst is CO. The product is [C:1]([NH:8][C:9]1[CH:14]=[CH:13][N:12]=[CH:11][C:10]=1[C:15]([O:17][CH3:18])=[O:16])([O:3][C:4]([CH3:7])([CH3:6])[CH3:5])=[O:2].